This data is from Catalyst prediction with 721,799 reactions and 888 catalyst types from USPTO. The task is: Predict which catalyst facilitates the given reaction. (1) Reactant: [Br:1][C:2]1[CH:3]=[C:4]([C:9]#[C:10][Si](C)(C)C)[C:5]([NH2:8])=[N:6][CH:7]=1.CC(C)([O-])C.[K+].Cl.O. Product: [Br:1][C:2]1[CH:3]=[C:4]2[CH:9]=[CH:10][NH:8][C:5]2=[N:6][CH:7]=1. The catalyst class is: 107. (2) Reactant: [Li]CCCC.Br[C:7]1[CH:12]=[CH:11][C:10]([Br:13])=[CH:9][CH:8]=1.[Si]([O:21][CH2:22][C@@H:23](/[N:28]=[CH:29]/[CH:30]([F:32])[F:31])[CH2:24][CH:25]([CH3:27])[CH3:26])(C(C)(C)C)(C)C.[Cl-].[NH4+]. Product: [Br:13][C:10]1[CH:11]=[CH:12][C:7]([C@H:29]([NH:28][C@@H:23]([CH2:24][CH:25]([CH3:27])[CH3:26])[CH2:22][OH:21])[CH:30]([F:32])[F:31])=[CH:8][CH:9]=1. The catalyst class is: 1. (3) Reactant: [O:1]=[S:2]1(=[O:33])[C:6]2[CH:7]=[CH:8][CH:9]=[CH:10][C:5]=2[C:4]([NH:11][C@@H:12]([CH2:17][C:18]2[CH:23]=[CH:22][C:21]([O:24][CH2:25][C:26]3[C:27]([CH3:32])=[N:28][O:29][C:30]=3[CH3:31])=[CH:20][CH:19]=2)[C:13]([O:15]C)=[O:14])=[N:3]1.[Li+].[OH-].Cl.O. Product: [O:33]=[S:2]1(=[O:1])[C:6]2[CH:7]=[CH:8][CH:9]=[CH:10][C:5]=2[C:4]([NH:11][C@@H:12]([CH2:17][C:18]2[CH:23]=[CH:22][C:21]([O:24][CH2:25][C:26]3[C:27]([CH3:32])=[N:28][O:29][C:30]=3[CH3:31])=[CH:20][CH:19]=2)[C:13]([OH:15])=[O:14])=[N:3]1. The catalyst class is: 87. (4) Reactant: C([Si](CC)(CC)[O:6][CH2:7][C@@H:8]([O:19][CH:20]1[CH2:25][CH2:24][CH2:23][CH2:22][O:21]1)[CH2:9][N:10]1[CH:14]=[C:13]([N+:15]([O-:17])=[O:16])[N:12]=[C:11]1Cl)(C)(C)C.CCCC[N+](CCCC)(CCCC)CCCC.[F-]. Product: [N+:15]([C:13]1[N:12]=[C:11]2[N:10]([CH:14]=1)[CH2:9][C@H:8]([O:19][CH:20]1[CH2:25][CH2:24][CH2:23][CH2:22][O:21]1)[CH2:7][O:6]2)([O-:17])=[O:16]. The catalyst class is: 1. (5) Reactant: [C:1]([OH:8])(=[O:7])[CH2:2][CH2:3][CH2:4][CH:5]=[CH2:6].[C:9](O)([CH3:12])([CH3:11])[CH3:10]. Product: [C:1]([O:8][C:9]([CH3:12])([CH3:11])[CH3:10])(=[O:7])[CH2:2][CH2:3][CH2:4][CH:5]=[CH2:6]. The catalyst class is: 172. (6) Reactant: Cl[CH:2]([C:33]1[CH:38]=[C:37]([O:39][CH2:40][CH3:41])[CH:36]=[C:35]([O:42][CH:43]([CH3:45])[CH3:44])[C:34]=1[F:46])[C:3]1[N:4]([C:14]([C:27]2[CH:32]=[CH:31][CH:30]=[CH:29][CH:28]=2)([C:21]2[CH:26]=[CH:25][CH:24]=[CH:23][CH:22]=2)[C:15]2[CH:20]=[CH:19][CH:18]=[CH:17][CH:16]=2)[CH:5]=[C:6]([C:8]2[CH:13]=[CH:12][CH:11]=[CH:10][CH:9]=2)[N:7]=1.CCN(C(C)C)C(C)C.[NH2:56][C:57]1[CH:58]=[C:59]2[C:64](=[CH:65][CH:66]=1)[CH:63]=[N:62][CH:61]=[CH:60]2. Product: [CH2:40]([O:39][C:37]1[CH:36]=[C:35]([O:42][CH:43]([CH3:44])[CH3:45])[C:34]([F:46])=[C:33]([CH:2]([C:3]2[N:4]([C:14]([C:21]3[CH:26]=[CH:25][CH:24]=[CH:23][CH:22]=3)([C:27]3[CH:28]=[CH:29][CH:30]=[CH:31][CH:32]=3)[C:15]3[CH:20]=[CH:19][CH:18]=[CH:17][CH:16]=3)[CH:5]=[C:6]([C:8]3[CH:9]=[CH:10][CH:11]=[CH:12][CH:13]=3)[N:7]=2)[NH:56][C:57]2[CH:58]=[C:59]3[C:64](=[CH:65][CH:66]=2)[CH:63]=[N:62][CH:61]=[CH:60]3)[CH:38]=1)[CH3:41]. The catalyst class is: 210. (7) Reactant: [CH3:1][C:2]1[S:3][C:4]([CH3:33])=[C:5]([CH2:22][C:23]2[CH:28]=[CH:27][C:26]([C:29]([F:32])([F:31])[F:30])=[CH:25][CH:24]=2)[C:6]=1[C:7]([NH:9][C:10]1([C:13]2[CH:21]=[CH:20][C:16]([C:17]([OH:19])=[O:18])=[CH:15][CH:14]=2)[CH2:12][CH2:11]1)=[O:8].[OH-].[Na+:35]. Product: [CH3:1][C:2]1[S:3][C:4]([CH3:33])=[C:5]([CH2:22][C:23]2[CH:24]=[CH:25][C:26]([C:29]([F:31])([F:30])[F:32])=[CH:27][CH:28]=2)[C:6]=1[C:7]([NH:9][C:10]1([C:13]2[CH:21]=[CH:20][C:16]([C:17]([O-:19])=[O:18])=[CH:15][CH:14]=2)[CH2:12][CH2:11]1)=[O:8].[Na+:35]. The catalyst class is: 14.